This data is from Full USPTO retrosynthesis dataset with 1.9M reactions from patents (1976-2016). The task is: Predict the reactants needed to synthesize the given product. Given the product [Cl:21][C:22]1[CH:30]=[CH:29][C:28]([CH2:31][NH:32][C:33](=[O:38])[C:34]([CH3:36])([CH3:35])[CH3:37])=[CH:27][C:23]=1[C:24]([NH:19][C:14]1[CH:15]=[CH:16][CH:17]=[C:18]2[C:13]=1[N:12]=[CH:11][N:10]=[C:9]2[O:8][CH:5]1[CH2:4][CH2:3][C:2]([CH3:20])([CH3:1])[CH2:7][CH2:6]1)=[O:25], predict the reactants needed to synthesize it. The reactants are: [CH3:1][C:2]1([CH3:20])[CH2:7][CH2:6][CH:5]([O:8][C:9]2[C:18]3[C:13](=[C:14]([NH2:19])[CH:15]=[CH:16][CH:17]=3)[N:12]=[CH:11][N:10]=2)[CH2:4][CH2:3]1.[Cl:21][C:22]1[CH:30]=[CH:29][C:28]([CH2:31][NH:32][C:33](=[O:38])[C:34]([CH3:37])([CH3:36])[CH3:35])=[CH:27][C:23]=1[C:24](O)=[O:25].C(Cl)(=O)C(Cl)=O.CCN(C(C)C)C(C)C.